Dataset: Full USPTO retrosynthesis dataset with 1.9M reactions from patents (1976-2016). Task: Predict the reactants needed to synthesize the given product. (1) Given the product [CH3:8][C@@:5]12[CH2:6][C@@H:7]1[C:2](=[O:1])[CH2:3][C@@H:4]2[C:9]([O:11][CH2:12][CH3:13])=[O:10].[CH3:21][C@:18]12[CH2:19][C@H:20]1[C:15](=[O:14])[CH2:16][C@H:17]2[C:22]([O:24][CH2:25][CH3:26])=[O:23], predict the reactants needed to synthesize it. The reactants are: [OH:1][C@H:2]1[C@@H:7]2[C@@:5]([CH3:8])([CH2:6]2)[C@@H:4]([C:9]([O:11][CH2:12][CH3:13])=[O:10])[CH2:3]1.[OH:14][C@@H:15]1[C@H:20]2[C@:18]([CH3:21])([CH2:19]2)[C@H:17]([C:22]([O:24][CH2:25][CH3:26])=[O:23])[CH2:16]1. (2) Given the product [Br:8][C:5]1[N:4]=[C:3]([C:9]#[N:10])[C:2]([NH:1][C:13](=[O:14])[O:15][C:16]([CH3:19])([CH3:18])[CH3:17])=[N:7][CH:6]=1, predict the reactants needed to synthesize it. The reactants are: [NH2:1][C:2]1[C:3]([C:9]#[N:10])=[N:4][C:5]([Br:8])=[CH:6][N:7]=1.[H-].[Na+].[C:13](O[C:13]([O:15][C:16]([CH3:19])([CH3:18])[CH3:17])=[O:14])([O:15][C:16]([CH3:19])([CH3:18])[CH3:17])=[O:14].Cl. (3) Given the product [S:30]1[C:31]2[CH:37]=[CH:36][CH:35]=[CH:34][C:32]=2[N:33]=[C:29]1[NH:1][C:2]1[N:7]=[C:6]2[N:8]([CH2:20][CH3:21])[C:9]([C:11]([N:13]([CH:17]3[CH2:19][CH2:18]3)[CH:14]3[CH2:16][CH2:15]3)=[O:12])=[CH:10][C:5]2=[C:4]2[N:22]([CH3:25])[CH:23]=[N:24][C:3]=12, predict the reactants needed to synthesize it. The reactants are: [NH2:1][C:2]1[N:7]=[C:6]2[N:8]([CH2:20][CH3:21])[C:9]([C:11]([N:13]([CH:17]3[CH2:19][CH2:18]3)[CH:14]3[CH2:16][CH2:15]3)=[O:12])=[CH:10][C:5]2=[C:4]2[N:22]([CH3:25])[CH:23]=[N:24][C:3]=12.[H-].[Na+].Br[C:29]1[S:30][C:31]2[CH:37]=[CH:36][CH:35]=[CH:34][C:32]=2[N:33]=1. (4) Given the product [NH2:1][CH2:2][CH2:3][CH2:4][N:5]1[CH:9]=[CH:8][N:7]=[CH:6]1.[CH3:10][C:11]1[C:12](=[CH:16][C:17](=[CH:21][CH:22]=1)[N:18]=[C:19]=[O:20])[N:13]=[C:14]=[O:15], predict the reactants needed to synthesize it. The reactants are: [NH2:1][CH2:2][CH2:3][CH2:4][N:5]1[CH:9]=[CH:8][N:7]=[CH:6]1.[CH3:10][C:11]1[C:12](=[CH:16][C:17](=[CH:21][CH:22]=1)[N:18]=[C:19]=[O:20])[N:13]=[C:14]=[O:15]. (5) Given the product [OH:32][CH2:31][CH:30]([NH:29][C:23](=[O:24])[C:22]1[CH:21]=[CH:20][C:19]([CH:11]([C:12]2[CH:17]=[CH:16][CH:15]=[CH:14][C:13]=2[CH3:18])[CH2:10][C:9]([C:4]2[CH:5]=[CH:6][C:7](=[O:8])[N:2]([CH3:1])[CH:3]=2)=[O:28])=[CH:27][CH:26]=1)[CH2:33][OH:34], predict the reactants needed to synthesize it. The reactants are: [CH3:1][N:2]1[C:7](=[O:8])[CH:6]=[CH:5][C:4]([C:9](=[O:28])[CH2:10][CH:11]([C:19]2[CH:27]=[CH:26][C:22]([C:23](O)=[O:24])=[CH:21][CH:20]=2)[C:12]2[CH:17]=[CH:16][CH:15]=[CH:14][C:13]=2[CH3:18])=[CH:3]1.[NH2:29][CH:30]([CH2:33][OH:34])[CH2:31][OH:32].F[P-](F)(F)(F)(F)F.N1(O[P+](N(C)C)(N(C)C)N(C)C)C2C=CC=CC=2N=N1. (6) Given the product [NH2:7][CH2:8][CH2:9][NH:10][C:11]([C:13]1[N:14]([CH3:36])[CH:15]=[C:16]([NH:18][C:19]([C:21]2[N:22]([CH3:35])[CH:23]=[C:24]([NH:26][C:27]([C:29]3[N:30]([CH3:34])[CH:31]=[CH:32][N:33]=3)=[O:28])[CH:25]=2)=[O:20])[CH:17]=1)=[O:12], predict the reactants needed to synthesize it. The reactants are: C(OC(=O)[NH:7][CH2:8][CH2:9][NH:10][C:11]([C:13]1[N:14]([CH3:36])[CH:15]=[C:16]([NH:18][C:19]([C:21]2[N:22]([CH3:35])[CH:23]=[C:24]([NH:26][C:27]([C:29]3[N:30]([CH3:34])[CH:31]=[CH:32][N:33]=3)=[O:28])[CH:25]=2)=[O:20])[CH:17]=1)=[O:12])(C)(C)C.C(O)(C(F)(F)F)=O.C(Cl)Cl. (7) Given the product [C:6]([C:7]1[CH:8]=[C:9]([CH:13]([O:23][CH:24]2[CH2:29][CH2:28][N:27]([CH3:30])[CH2:26][CH2:25]2)[C:14]2[NH:18][C:17]3[CH:19]=[CH:20][CH:21]=[CH:22][C:16]=3[N:15]=2)[CH:10]=[CH:11][CH:12]=1)#[CH:5], predict the reactants needed to synthesize it. The reactants are: C[Si]([C:5]#[C:6][C:7]1[CH:8]=[C:9]([CH:13]([O:23][CH:24]2[CH2:29][CH2:28][N:27]([CH3:30])[CH2:26][CH2:25]2)[C:14]2[NH:18][C:17]3[CH:19]=[CH:20][CH:21]=[CH:22][C:16]=3[N:15]=2)[CH:10]=[CH:11][CH:12]=1)(C)C.C(=O)([O-])[O-].[K+].[K+].